Dataset: Forward reaction prediction with 1.9M reactions from USPTO patents (1976-2016). Task: Predict the product of the given reaction. (1) Given the reactants [CH3:1][O:2][C:3]([C:5]1[NH:6][C:7]2[CH:8]=[CH:9][CH:10]=[C:11]3[C:17](=[O:18])[NH:16][CH2:15][CH2:14][C:13]=1[C:12]=23)=[O:4].IC1N[C:22]2[CH:23]=[CH:24]C=C3C(=O)N[CH2:30][CH2:29][C:28]=1[C:27]=23.C(N(CC)CC)C.C(O)CCCCCCC, predict the reaction product. The product is: [CH2:1]([O:2][C:3]([C:5]1[NH:6][C:7]2[CH:8]=[CH:9][CH:10]=[C:11]3[C:17](=[O:18])[NH:16][CH2:15][CH2:14][C:13]=1[C:12]=23)=[O:4])[CH2:24][CH2:23][CH2:22][CH2:27][CH2:28][CH2:29][CH3:30]. (2) Given the reactants [NH2:1][C:2]1[C:7]([C:8]#[N:9])=[C:6]([C:10]2[N:11]=[CH:12][S:13][CH:14]=2)[C:5]([C:15]#[N:16])=[C:4]([SH:17])[N:3]=1.Cl[CH2:19][C:20]1[N:21]=[C:22]([C:25]2[CH:30]=[CH:29][C:28]([Cl:31])=[CH:27][CH:26]=2)[O:23][CH:24]=1.C(=O)(O)[O-].[Na+], predict the reaction product. The product is: [NH2:1][C:2]1[C:7]([C:8]#[N:9])=[C:6]([C:10]2[N:11]=[CH:12][S:13][CH:14]=2)[C:5]([C:15]#[N:16])=[C:4]([S:17][CH2:19][C:20]2[N:21]=[C:22]([C:25]3[CH:30]=[CH:29][C:28]([Cl:31])=[CH:27][CH:26]=3)[O:23][CH:24]=2)[N:3]=1. (3) Given the reactants [CH2:1]([O:8][C:9]1[CH:14]=[CH:13][C:12]([CH2:15][C:16]([O:18]C(C)(C)C)=[O:17])=[C:11]([CH3:23])[CH:10]=1)[C:2]1[CH:7]=[CH:6][CH:5]=[CH:4][CH:3]=1.C(O)(C(F)(F)F)=O, predict the reaction product. The product is: [CH2:1]([O:8][C:9]1[CH:14]=[CH:13][C:12]([CH2:15][C:16]([OH:18])=[O:17])=[C:11]([CH3:23])[CH:10]=1)[C:2]1[CH:3]=[CH:4][CH:5]=[CH:6][CH:7]=1. (4) Given the reactants [O:1]=[C:2]1[CH2:8][C:7](=[O:9])[N:6]([C:10]2[CH:20]=[CH:19][C:13]([C:14]([O:16]CC)=[O:15])=[CH:12][CH:11]=2)[C:5]2[CH:21]=[CH:22][C:23]3[C:28]([C:4]=2[NH:3]1)=[CH:27][CH:26]=[CH:25][CH:24]=3.[OH-].[Na+], predict the reaction product. The product is: [O:1]=[C:2]1[CH2:8][C:7](=[O:9])[N:6]([C:10]2[CH:11]=[CH:12][C:13]([C:14]([OH:16])=[O:15])=[CH:19][CH:20]=2)[C:5]2[CH:21]=[CH:22][C:23]3[C:28]([C:4]=2[NH:3]1)=[CH:27][CH:26]=[CH:25][CH:24]=3. (5) Given the reactants [NH2:1][C@:2]1([C:14]([O:16][CH3:17])=[O:15])[CH2:6][CH2:5][C@@H:4]([C:7]2[CH:12]=[CH:11][C:10](Br)=[CH:9][CH:8]=2)[CH2:3]1.C(O)(=O)[C@@H]([C@H](C(O)=O)O)O.N1CCCCC1.[CH2:34]([O:37][CH2:38][C:39]1[CH:44]=[CH:43][CH:42]=[CH:41][CH:40]=1)[C:35]#[CH:36].C1C=CC=CC=1, predict the reaction product. The product is: [NH2:1][C@:2]1([C:14]([O:16][CH3:17])=[O:15])[CH2:6][CH2:5][C@@H:4]([C:7]2[CH:12]=[CH:11][C:10]([C:36]#[C:35][CH2:34][O:37][CH2:38][C:39]3[CH:44]=[CH:43][CH:42]=[CH:41][CH:40]=3)=[CH:9][CH:8]=2)[CH2:3]1.